From a dataset of Full USPTO retrosynthesis dataset with 1.9M reactions from patents (1976-2016). Predict the reactants needed to synthesize the given product. Given the product [CH3:12][N:8]1[C:9]2[C:5](=[CH:4][C:3]([OH:2])=[CH:11][CH:10]=2)[C:6]([C:13]2[NH:21][C:16]3=[N:17][CH:18]=[CH:19][N:20]=[C:15]3[CH:14]=2)=[CH:7]1, predict the reactants needed to synthesize it. The reactants are: C[O:2][C:3]1[CH:4]=[C:5]2[C:9](=[CH:10][CH:11]=1)[N:8]([CH3:12])[CH:7]=[C:6]2[C:13]1[NH:21][C:16]2=[N:17][CH:18]=[CH:19][N:20]=[C:15]2[CH:14]=1.Br.C(=O)(O)[O-].[Na+].